From a dataset of Blood-brain barrier permeability classification from the B3DB database. Regression/Classification. Given a drug SMILES string, predict its absorption, distribution, metabolism, or excretion properties. Task type varies by dataset: regression for continuous measurements (e.g., permeability, clearance, half-life) or binary classification for categorical outcomes (e.g., BBB penetration, CYP inhibition). Dataset: b3db_classification. (1) The drug is NCCc1nc(-c2ccccc2)cs1. The result is 0 (does not penetrate BBB). (2) The molecule is CCCC(CCC)C(=O)O. The result is 1 (penetrates BBB). (3) The molecule is CC(C)(C)NC(=O)C1CN(Cc2cccnc2)CCN1CC(O)CC(Cc1ccccc1)C(=O)NC1c2ccccc2CC1O. The result is 1 (penetrates BBB). (4) The drug is COc1ccc(N2CC(CN3CCC(O)(c4ccc5c(c4)OCO5)CC3)OC2=O)cc1. The result is 1 (penetrates BBB). (5) The result is 0 (does not penetrate BBB). The compound is COc1cccc2c1C(=O)c1c(O)c3c(c(O)c1C2=O)C[C@@](O)(C(=O)CO)C[C@@H]3O[C@H]1C[C@H](NC(=O)[C@@H](N)CC(C)C)[C@H](O)[C@H](C)O1. (6) The drug is CC1(C)S[C@@H]2[C@@H](N=CN3CCCCCC3)C(=O)N2[C@H]1C(=O)O. The result is 0 (does not penetrate BBB). (7) The result is 1 (penetrates BBB). The compound is COc1cc(C=CC(N)=O)cc(OC)c1OC. (8) The molecule is CCC(O)(COC(N)=O)c1ccccc1. The result is 1 (penetrates BBB). (9) The compound is Nc1nc2c(c(=O)[nH]1)N(C=O)[C@@H](CNc1ccc(C(=O)N[C@@H](CCC(=O)O)C(=O)O)cc1)CN2. The result is 1 (penetrates BBB). (10) The compound is Fc1ccc([C@H]2CCNC[C@H]2COc2ccc3c(c2)OCO3)cc1. The result is 1 (penetrates BBB).